This data is from Catalyst prediction with 721,799 reactions and 888 catalyst types from USPTO. The task is: Predict which catalyst facilitates the given reaction. (1) Reactant: [OH-].[Na+].[Cl:3][C:4]1[C:14]2[O:13][CH2:12][CH2:11][N:10]([CH3:15])[C:9](=[O:16])[C:8]=2[CH:7]=[CH:6][C:5]=1[O:17][C:18]1[CH:19]=[C:20]([CH:25]=[C:26]([O:28][C@H:29]2[CH2:33][CH2:32][O:31][CH2:30]2)[CH:27]=1)[C:21]([O:23]C)=[O:22]. Product: [Cl:3][C:4]1[C:14]2[O:13][CH2:12][CH2:11][N:10]([CH3:15])[C:9](=[O:16])[C:8]=2[CH:7]=[CH:6][C:5]=1[O:17][C:18]1[CH:19]=[C:20]([CH:25]=[C:26]([O:28][C@H:29]2[CH2:33][CH2:32][O:31][CH2:30]2)[CH:27]=1)[C:21]([OH:23])=[O:22]. The catalyst class is: 20. (2) Reactant: Cl[C:2]1[CH:7]=[CH:6][C:5]([C:8]2[N:12]=[C:11]([C:13]3[CH:18]=[CH:17][C:16]([CH2:19][CH:20]([CH3:22])[CH3:21])=[CH:15][CH:14]=3)[O:10][N:9]=2)=[CH:4][N:3]=1.[CH3:23][N:24](C=O)C. Product: [CH2:19]([C:16]1[CH:17]=[CH:18][C:13]([C:11]2[O:10][N:9]=[C:8]([C:5]3[CH:6]=[CH:7][C:2]([C:23]#[N:24])=[N:3][CH:4]=3)[N:12]=2)=[CH:14][CH:15]=1)[CH:20]([CH3:22])[CH3:21]. The catalyst class is: 267. (3) Reactant: [NH2:1][C:2]1[C:10]([F:11])=[CH:9][CH:8]=[CH:7][C:3]=1[C:4](O)=[O:5].C1COCC1.[H-].[Al+3].[Li+].[H-].[H-].[H-]. Product: [NH2:1][C:2]1[C:10]([F:11])=[CH:9][CH:8]=[CH:7][C:3]=1[CH2:4][OH:5]. The catalyst class is: 28. (4) Reactant: [CH3:1][O:2][C:3]([C:5]1[C:14]([OH:15])=[C:13]2[C:8]([CH:9]=[CH:10][CH:11]=[N:12]2)=[CH:7][N:6]=1)=[O:4].[Br:16]N1C(=O)CCC1=O. Product: [CH3:1][O:2][C:3]([C:5]1[C:14]([OH:15])=[C:13]2[C:8]([CH:9]=[CH:10][CH:11]=[N:12]2)=[C:7]([Br:16])[N:6]=1)=[O:4]. The catalyst class is: 4. (5) Reactant: CC1C=CC(S(O[CH2:12][CH:13]2[O:18][C:17]3[CH:19]=[C:20]([F:24])[CH:21]=[C:22]([F:23])[C:16]=3[O:15][CH2:14]2)(=O)=O)=CC=1.[CH2:25]([NH2:28])[CH:26]=[CH2:27]. Product: [F:23][C:22]1[C:16]2[O:15][CH2:14][CH:13]([CH2:12][NH:28][CH2:25][CH:26]=[CH2:27])[O:18][C:17]=2[CH:19]=[C:20]([F:24])[CH:21]=1. The catalyst class is: 10. (6) Reactant: Cl.[CH3:2][O:3][C:4](=[O:12])[C@@H:5]([CH2:7][C:8]([O:10][CH3:11])=[O:9])[NH2:6].C([O-])(=O)C.[Na+].[N+:18]([C:21]1[CH:28]=[CH:27][CH:26]=[CH:25][C:22]=1[CH:23]=O)([O-:20])=[O:19].C([BH3-])#N.[Na+]. Product: [CH3:2][O:3][C:4](=[O:12])[CH:5]([NH:6][CH2:23][C:22]1[CH:25]=[CH:26][CH:27]=[CH:28][C:21]=1[N+:18]([O-:20])=[O:19])[CH2:7][C:8]([O:10][CH3:11])=[O:9]. The catalyst class is: 8. (7) The catalyst class is: 1. Product: [NH2:16][C:15]1[CH:14]=[C:13]([O:17][CH3:18])[N:12]=[CH:11][C:10]=1[CH2:9][OH:8]. Reactant: [H-].[H-].[H-].[H-].[Li+].[Al+3].C[O:8][C:9](=O)[C:10]1[C:15]([NH2:16])=[CH:14][C:13]([O:17][CH3:18])=[N:12][CH:11]=1.O.